From a dataset of NCI-60 drug combinations with 297,098 pairs across 59 cell lines. Regression. Given two drug SMILES strings and cell line genomic features, predict the synergy score measuring deviation from expected non-interaction effect. Drug 1: CC(C)(C#N)C1=CC(=CC(=C1)CN2C=NC=N2)C(C)(C)C#N. Drug 2: C1C(C(OC1N2C=NC3=C2NC=NCC3O)CO)O. Cell line: PC-3. Synergy scores: CSS=3.57, Synergy_ZIP=-0.476, Synergy_Bliss=1.62, Synergy_Loewe=3.45, Synergy_HSA=0.638.